From a dataset of Catalyst prediction with 721,799 reactions and 888 catalyst types from USPTO. Predict which catalyst facilitates the given reaction. (1) Reactant: F[C:2]1[CH:10]=[N:9][CH:8]=[C:7]([F:11])[C:3]=1[C:4]([OH:6])=[O:5].[CH2:12]([Mg]Cl)[CH2:13][CH2:14][CH3:15]. Product: [CH2:12]([C:2]1[CH:10]=[N:9][CH:8]=[C:7]([F:11])[C:3]=1[C:4]([OH:6])=[O:5])[CH2:13][CH2:14][CH3:15]. The catalyst class is: 20. (2) Reactant: [C:1]([O:5][C:6](=[O:35])[CH2:7][N:8]1[C:12]2[CH:13]=[CH:14][CH:15]=[CH:16][C:11]=2[N:10]([CH2:17][C:18]2[N:22]([CH2:23][CH2:24][CH:25]([CH3:27])[CH3:26])[C:21]3[CH:28]=[CH:29][C:30]([C:32]#[N:33])=[CH:31][C:20]=3[N:19]=2)[C:9]1=[O:34])([CH3:4])([CH3:3])[CH3:2].Cl.[NH2:37][OH:38].C([O-])([O-])=O.[K+].[K+]. Product: [C:1]([O:5][C:6](=[O:35])[CH2:7][N:8]1[C:12]2[CH:13]=[CH:14][CH:15]=[CH:16][C:11]=2[N:10]([CH2:17][C:18]2[N:22]([CH2:23][CH2:24][CH:25]([CH3:27])[CH3:26])[C:21]3[CH:28]=[CH:29][C:30]([C:32](=[NH:33])[NH:37][OH:38])=[CH:31][C:20]=3[N:19]=2)[C:9]1=[O:34])([CH3:3])([CH3:4])[CH3:2]. The catalyst class is: 14. (3) Reactant: [CH:1]1([NH:4][C:5](=[O:30])[C:6]2[CH:11]=[C:10]([C:12]3[CH:13]=[C:14]4[C:18](=[CH:19][CH:20]=3)[N:17]([CH2:21][C:22]3[CH:23]=[N:24][CH:25]=[CH:26][CH:27]=3)[N:16]=[CH:15]4)[C:9]([CH3:28])=[C:8]([F:29])[CH:7]=2)[CH2:3][CH2:2]1.C1C=C(Cl)C=C(C(OO)=[O:39])C=1. Product: [CH:1]1([NH:4][C:5](=[O:30])[C:6]2[CH:11]=[C:10]([C:12]3[CH:13]=[C:14]4[C:18](=[CH:19][CH:20]=3)[N:17]([CH2:21][C:22]3[CH:23]=[N+:24]([O-:39])[CH:25]=[CH:26][CH:27]=3)[N:16]=[CH:15]4)[C:9]([CH3:28])=[C:8]([F:29])[CH:7]=2)[CH2:2][CH2:3]1. The catalyst class is: 22. (4) Reactant: [CH2:1]([O:3][C:4](=[O:9])[CH:5](Cl)[CH:6]=O)[CH3:2].[C:10]([NH2:13])(=[S:12])[CH3:11].C([O-])(O)=O.[Na+]. Product: [CH2:1]([O:3][C:4]([C:5]1[S:12][C:10]([CH3:11])=[N:13][CH:6]=1)=[O:9])[CH3:2]. The catalyst class is: 1. (5) Reactant: Cl[C:2]1[C:11]([C:12]#[N:13])=[CH:10][C:9]2[C:8](=[O:14])[CH2:7][C:6]([CH3:16])([CH3:15])[CH2:5][C:4]=2[N:3]=1.[CH2:17]([NH:24][CH3:25])[C:18]1[CH:23]=[CH:22][CH:21]=[CH:20][CH:19]=1.C(N(CC)CC)C.O. Product: [CH2:17]([N:24]([CH3:25])[C:2]1[C:11]([C:12]#[N:13])=[CH:10][C:9]2[C:8](=[O:14])[CH2:7][C:6]([CH3:16])([CH3:15])[CH2:5][C:4]=2[N:3]=1)[C:18]1[CH:23]=[CH:22][CH:21]=[CH:20][CH:19]=1. The catalyst class is: 8. (6) Reactant: CC[N:3]([CH:7]([CH3:9])[CH3:8])C(C)C.BrCC(C1[CH:19]=[CH:18][C:17]([Br:20])=[CH:16][CH:15]=1)=O.[C:21]([O:25][C:26]([N:28]1[C@H:33]([C:34](O)=O)[CH2:32][C@@H:31]2[C@H:29]1[CH2:30]2)=[O:27])([CH3:24])([CH3:23])[CH3:22].C([O-])(=O)C.[NH4+:41]. Product: [Br:20][C:17]1[CH:18]=[CH:19][C:9]([C:7]2[NH:3][C:34]([C@@H:33]3[CH2:32][C@@H:31]4[C@@H:29]([CH2:30]4)[N:28]3[C:26]([O:25][C:21]([CH3:24])([CH3:23])[CH3:22])=[O:27])=[N:41][CH:8]=2)=[CH:15][CH:16]=1. The catalyst class is: 23. (7) Reactant: [F:1][C:2]([F:15])([F:14])[CH2:3][N:4]1[CH:9]2[CH2:10][CH2:11][CH2:12][CH:5]1[CH2:6][C:7](=O)[CH2:8]2.Cl.[NH2:17][OH:18]. Product: [F:1][C:2]([F:15])([F:14])[CH2:3][N:4]1[CH:9]2[CH2:10][CH2:11][CH2:12][CH:5]1[CH2:6][C:7](=[N:17][OH:18])[CH2:8]2. The catalyst class is: 8. (8) Reactant: [OH:1][C:2]1[CH:10]=[CH:9][CH:8]=[C:7]2[C:3]=1[CH:4]=[CH:5][N:6]2[C:11]([O:13][CH2:14][C:15]1[CH:20]=[CH:19][CH:18]=[CH:17][CH:16]=1)=[O:12].C(=O)([O-])[O-].[K+].[K+].Br[CH:28]([C:34]([O:36][CH2:37][CH3:38])=[O:35])[C:29]([O:31][CH2:32][CH3:33])=[O:30]. Product: [CH2:37]([O:36][C:34]([CH:28]([C:29]([O:31][CH2:32][CH3:33])=[O:30])[O:1][C:2]1[CH:10]=[CH:9][CH:8]=[C:7]2[C:3]=1[CH:4]=[CH:5][N:6]2[C:11]([O:13][CH2:14][C:15]1[CH:20]=[CH:19][CH:18]=[CH:17][CH:16]=1)=[O:12])=[O:35])[CH3:38]. The catalyst class is: 21. (9) Reactant: [CH3:1][S:2]([O:5]S(C)(=O)=O)(=O)=[O:3].[N:10]1([CH2:15][CH2:16][CH2:17][O:18][C:19]2[CH:24]=[CH:23][C:22]([C:25]3([CH2:31][N:32]4[CH2:37][CH2:36][NH:35][CH2:34][CH2:33]4)[CH2:30][CH2:29][CH2:28][CH2:27][CH2:26]3)=[CH:21][CH:20]=2)[CH2:14][CH2:13][CH2:12][CH2:11]1.N1C=CC=CC=1. Product: [CH3:1][S:2]([N:35]1[CH2:36][CH2:37][N:32]([CH2:31][C:25]2([C:22]3[CH:21]=[CH:20][C:19]([O:18][CH2:17][CH2:16][CH2:15][N:10]4[CH2:11][CH2:12][CH2:13][CH2:14]4)=[CH:24][CH:23]=3)[CH2:26][CH2:27][CH2:28][CH2:29][CH2:30]2)[CH2:33][CH2:34]1)(=[O:5])=[O:3]. The catalyst class is: 4. (10) Reactant: [F:1][C:2]1[CH:9]=[C:8]([O:10][CH3:11])[CH:7]=[CH:6][C:3]=1[CH:4]=[O:5].[CH2:12](O)[CH2:13][OH:14].O.C1(C)C=CC(S(O)(=O)=O)=CC=1. Product: [F:1][C:2]1[CH:9]=[C:8]([O:10][CH3:11])[CH:7]=[CH:6][C:3]=1[CH:4]1[O:14][CH2:13][CH2:12][O:5]1. The catalyst class is: 11.